From a dataset of Forward reaction prediction with 1.9M reactions from USPTO patents (1976-2016). Predict the product of the given reaction. (1) Given the reactants C1(C(C2C=CC=CC=2)(C2C=CC=CC=2)[N:8]2[CH:12]=[C:11]([CH2:13][N:14]3[C@H:27]4[C@H:18]([CH2:19][CH2:20][C:21]5[C:26]4=[N:25][CH:24]=[CH:23][CH:22]=5)[CH2:17][CH2:16][CH2:15]3)[N:10]=[CH:9]2)C=CC=CC=1, predict the reaction product. The product is: [NH:8]1[CH:12]=[C:11]([CH2:13][N:14]2[C@H:27]3[C@H:18]([CH2:19][CH2:20][C:21]4[C:26]3=[N:25][CH:24]=[CH:23][CH:22]=4)[CH2:17][CH2:16][CH2:15]2)[N:10]=[CH:9]1. (2) The product is: [Br:29][CH2:18][C:16]([C:2]1[CH:7]=[C:6]([N+:8]([O-:10])=[O:9])[CH:5]=[CH:4][N:3]=1)=[O:17]. Given the reactants Cl[C:2]1[CH:7]=[C:6]([N+:8]([O-:10])=[O:9])[CH:5]=[CH:4][N:3]=1.C([Sn](CCCC)(CCCC)[C:16]([O:18]CC)=[CH2:17])CCC.[Br:29]N1C(=O)CCC1=O, predict the reaction product. (3) Given the reactants [C:1]([O:5][C:6]([NH:8][C@@H:9]1[C:23](=[O:24])[N:22]2[CH2:25][C@H:26]([OH:28])[CH2:27][C@H:21]2[C:20](=[O:29])[NH:19][C@:18]2([C:31]([OH:33])=[O:32])[CH2:30][C@H:17]2[CH2:16][C:15]([F:35])([F:34])[CH2:14][CH2:13][CH2:12][CH2:11][CH2:10]1)=[O:7])([CH3:4])([CH3:3])[CH3:2].Cl[C:37]1[C:46]([CH2:47][CH3:48])=[N:45][C:44]2[C:39](=[CH:40][CH:41]=[CH:42][CH:43]=2)[N:38]=1.CCC([O-])(C)C.[Na+].Cl, predict the reaction product. The product is: [C:1]([O:5][C:6]([NH:8][C@@H:9]1[C:23](=[O:24])[N:22]2[CH2:25][C@H:26]([O:28][C:37]3[C:46]([CH2:47][CH3:48])=[N:45][C:44]4[C:39](=[CH:40][CH:41]=[CH:42][CH:43]=4)[N:38]=3)[CH2:27][C@H:21]2[C:20](=[O:29])[NH:19][C@:18]2([C:31]([OH:33])=[O:32])[CH2:30][C@H:17]2[CH2:16][C:15]([F:35])([F:34])[CH2:14][CH2:13][CH2:12][CH2:11][CH2:10]1)=[O:7])([CH3:4])([CH3:2])[CH3:3]. (4) Given the reactants [C:1]([CH2:3][C:4]([O:6][CH2:7][CH3:8])=[O:5])#[N:2].[C:9](#[N:12])[CH2:10]O.C(=O)([O-])[O-].[K+].[K+], predict the reaction product. The product is: [C:1]([CH:3]([CH2:10][C:9]#[N:12])[C:4]([O:6][CH2:7][CH3:8])=[O:5])#[N:2]. (5) Given the reactants [CH:1]1([CH2:4][C:5]([NH:7][NH:8][C:9]2[C:14]([O:15][CH3:16])=[C:13]([N:17]3[CH2:22][CH2:21][CH:20]([C:23]4[CH:28]=[CH:27][CH:26]=[CH:25][CH:24]=4)[CH2:19][CH2:18]3)[N:12]=[CH:11][N:10]=2)=O)[CH2:3][CH2:2]1.P(Cl)(Cl)(Cl)=O, predict the reaction product. The product is: [CH:1]1([CH2:4][C:5]2[N:10]3[CH:11]=[N:12][C:13]([N:17]4[CH2:18][CH2:19][CH:20]([C:23]5[CH:24]=[CH:25][CH:26]=[CH:27][CH:28]=5)[CH2:21][CH2:22]4)=[C:14]([O:15][CH3:16])[C:9]3=[N:8][N:7]=2)[CH2:2][CH2:3]1.